From a dataset of Full USPTO retrosynthesis dataset with 1.9M reactions from patents (1976-2016). Predict the reactants needed to synthesize the given product. (1) The reactants are: [Cl:1][C:2]1[CH:7]=[C:6]([N+:8]([O-:10])=[O:9])[C:5](F)=[CH:4][C:3]=1[O:12][CH3:13].[NH2:14][CH:15]1[CH2:20][CH2:19][N:18]([C:21]([O:23][C:24]([CH3:27])([CH3:26])[CH3:25])=[O:22])[CH2:17][CH2:16]1.O.C(OCC)(=O)C. Given the product [CH3:13][O:12][C:3]1[C:2]([Cl:1])=[CH:7][C:6]([N+:8]([O-:10])=[O:9])=[C:5]([NH:14][CH:15]2[CH2:16][CH2:17][N:18]([C:21]([O:23][C:24]([CH3:27])([CH3:26])[CH3:25])=[O:22])[CH2:19][CH2:20]2)[CH:4]=1, predict the reactants needed to synthesize it. (2) The reactants are: [C:1]([O:5][C:6](=[O:22])[NH:7][C:8]1[CH:13]=[CH:12][C:11]([C:14]2[CH:19]=[CH:18][CH:17]=[CH:16][C:15]=2[F:20])=[CH:10][C:9]=1[NH2:21])([CH3:4])([CH3:3])[CH3:2].CC1(C)[O:29][C:28](=O)[CH:27]=[C:26]([C:31]2[CH:36]=[CH:35][CH:34]=[C:33]([N+:37]([O-:39])=[O:38])[CH:32]=2)[O:25]1. Given the product [C:1]([O:5][C:6](=[O:22])[NH:7][C:8]1[CH:13]=[CH:12][C:11]([C:14]2[CH:19]=[CH:18][CH:17]=[CH:16][C:15]=2[F:20])=[CH:10][C:9]=1[NH:21][C:28](=[O:29])[CH2:27][C:26]([C:31]1[CH:36]=[CH:35][CH:34]=[C:33]([N+:37]([O-:39])=[O:38])[CH:32]=1)=[O:25])([CH3:4])([CH3:2])[CH3:3], predict the reactants needed to synthesize it. (3) Given the product [Br:1][C:2]1[CH:3]=[CH:4][C:5]2[CH2:11][CH2:10][CH2:9][CH2:8][N:7]([S:20]([C:18]3[CH:19]=[C:14]([Cl:13])[CH:15]=[CH:16][C:17]=3[O:24][CH3:25])(=[O:21])=[O:22])[C:6]=2[CH:12]=1, predict the reactants needed to synthesize it. The reactants are: [Br:1][C:2]1[CH:3]=[CH:4][C:5]2[CH2:11][CH2:10][CH2:9][CH2:8][NH:7][C:6]=2[CH:12]=1.[Cl:13][C:14]1[CH:15]=[CH:16][C:17]([O:24][CH3:25])=[C:18]([S:20](Cl)(=[O:22])=[O:21])[CH:19]=1. (4) Given the product [Cl:30][C:24]1[CH:25]=[C:26]([Cl:29])[CH:27]=[CH:28][C:23]=1[O:22][C:17]1[CH:18]=[CH:19][CH:20]=[CH:21][C:16]=1[NH:15][S:14]([C:11]1[CH:12]=[CH:13][C:8]([C:7]([NH:6][CH2:5][C:4]([OH:34])=[O:3])=[O:33])=[CH:9][CH:10]=1)(=[O:31])=[O:32], predict the reactants needed to synthesize it. The reactants are: C([O:3][C:4](=[O:34])[CH2:5][NH:6][C:7](=[O:33])[C:8]1[CH:13]=[CH:12][C:11]([S:14](=[O:32])(=[O:31])[NH:15][C:16]2[CH:21]=[CH:20][CH:19]=[CH:18][C:17]=2[O:22][C:23]2[CH:28]=[CH:27][C:26]([Cl:29])=[CH:25][C:24]=2[Cl:30])=[CH:10][CH:9]=1)C.O.CO. (5) Given the product [O:71]([C:67]1[CH:66]=[C:65]([N:1]2[CH2:5][CH2:4][C:3]3([CH2:10][CH:9]4[CH2:11][N:6]3[CH2:7][CH2:8]4)[CH2:2]2)[CH:70]=[N:69][CH:68]=1)[C:72]1[CH:73]=[CH:74][CH:75]=[CH:76][CH:77]=1, predict the reactants needed to synthesize it. The reactants are: [NH:1]1[CH2:5][CH2:4][C:3]2([CH2:10][CH:9]3[CH2:11][N:6]2[CH2:7][CH2:8]3)[CH2:2]1.C1(P(C2C=CC=CC=2)C2C=CC3C(=CC=CC=3)C=2C2C3C(=CC=CC=3)C=CC=2P(C2C=CC=CC=2)C2C=CC=CC=2)C=CC=CC=1.CC(C)([O-])C.[K+].Br[C:65]1[CH:66]=[C:67]([O:71][C:72]2[CH:77]=[CH:76][CH:75]=[CH:74][CH:73]=2)[CH:68]=[N:69][CH:70]=1. (6) The reactants are: Cl[C:2]1[C:10]2[C:6](=[C:7]([C:14]3[CH:19]=[CH:18][C:17]([O:20][CH3:21])=[CH:16][CH:15]=3)[N:8]([CH2:11][CH2:12][CH3:13])[N:9]=2)[CH:5]=[CH:4][CH:3]=1.Cl.[C:23]1([Mg]Br)[CH:28]=[CH:27][CH:26]=[CH:25][CH:24]=1. Given the product [CH3:21][O:20][C:17]1[CH:18]=[CH:19][C:14]([C:7]2[N:8]([CH2:11][CH2:12][CH3:13])[N:9]=[C:10]3[C:6]=2[CH:5]=[CH:4][CH:3]=[C:2]3[C:23]2[CH:28]=[CH:27][CH:26]=[CH:25][CH:24]=2)=[CH:15][CH:16]=1, predict the reactants needed to synthesize it. (7) Given the product [CH:22]1[C:20]2[CH:21]=[C:8]([C:4]3[CH:3]=[C:2]([B:27]([OH:32])[OH:28])[CH:7]=[CH:6][CH:5]=3)[C:9]3[C:14](=[CH:13][CH:12]=[CH:11][CH:10]=3)[C:15]=2[CH:25]=[CH:24][CH:23]=1, predict the reactants needed to synthesize it. The reactants are: Br[C:2]1[CH:3]=[C:4]([C:8]2[C:9]3[C:14]([C:15]4C=CC=C[C:20]=4[CH:21]=2)=[CH:13][CH:12]=[CH:11][CH:10]=3)[CH:5]=[CH:6][CH:7]=1.[CH2:22]([Li])[CH2:23][CH2:24][CH3:25].[B:27](OC(C)C)([O:32]C(C)C)[O:28]C(C)C.Cl. (8) Given the product [CH2:10]=[C:9]1[CH:2]2[CH:3]([O:4][CH2:5][CH2:6]2)[O:7][CH2:8]1, predict the reactants needed to synthesize it. The reactants are: Br[CH:2]1[CH2:6][CH2:5][O:4][CH:3]1[O:7][CH2:8][C:9]#[CH:10].C(N(CC)CC)C.O.